From a dataset of Full USPTO retrosynthesis dataset with 1.9M reactions from patents (1976-2016). Predict the reactants needed to synthesize the given product. (1) Given the product [CH2:1]([N:5]1[C:10](=[O:11])[C:9]([CH2:12][N:31]2[CH2:32][CH2:33][N:28]([CH3:27])[CH2:29][CH2:30]2)=[CH:8][C:7]([C:18]2[CH:23]=[CH:22][C:21]([S:24]([CH3:26])=[O:25])=[CH:20][CH:19]=2)=[N:6]1)[CH:2]([CH3:4])[CH3:3], predict the reactants needed to synthesize it. The reactants are: [CH2:1]([N:5]1[C:10](=[O:11])[C:9]([CH2:12]OS(C)(=O)=O)=[CH:8][C:7]([C:18]2[CH:23]=[CH:22][C:21]([S:24]([CH3:26])=[O:25])=[CH:20][CH:19]=2)=[N:6]1)[CH:2]([CH3:4])[CH3:3].[CH3:27][N:28]1[CH2:33][CH2:32][NH:31][CH2:30][CH2:29]1. (2) Given the product [NH2:1][C:2]([NH:17][C:8]1[CH:9]=[CH:10][C:5]([O:4][C:11]2[CH:12]=[CH:13][CH:14]=[CH:15][CH:16]=2)=[CH:6][CH:7]=1)=[S:3], predict the reactants needed to synthesize it. The reactants are: [N-:1]=[C:2]=[S:3].[O:4]([C:11]1[CH:16]=[CH:15][CH:14]=[CH:13][CH:12]=1)[C:5]1[CH:10]=[CH:9][CH:8]=[CH:7][CH:6]=1.[NH3:17].